Dataset: Reaction yield outcomes from USPTO patents with 853,638 reactions. Task: Predict the reaction yield, written as a fraction of the theoretical maximum amount of product (1.0 means a 100% yield; for example, 0.34 means a 34% yield). (1) The reactants are [CH2:1]([O:3][C:4](=[O:9])[C:5]([OH:8])([CH3:7])[CH3:6])[CH3:2].[H-].[Na+].[CH2:12](Br)[CH:13]=[CH2:14].[Cl-].[NH4+]. The catalyst is CN(C)C=O.C(OCC)C. The product is [CH2:1]([O:3][C:4](=[O:9])[C:5]([O:8][CH2:14][CH:13]=[CH2:12])([CH3:7])[CH3:6])[CH3:2]. The yield is 0.670. (2) The reactants are [Br:1][C:2]1[CH:22]=[CH:21][C:5]([CH2:6][N:7]2[C:12](=[O:13])[C:11]3[CH:14]=[CH:15][C:16]([O:18][CH3:19])=[CH:17][C:10]=3[O:9]C2=O)=[C:4]([F:23])[CH:3]=1.[OH-].[K+].Cl. The catalyst is C(O)C. The product is [Br:1][C:2]1[CH:22]=[CH:21][C:5]([CH2:6][NH:7][C:12](=[O:13])[C:11]2[CH:14]=[CH:15][C:16]([O:18][CH3:19])=[CH:17][C:10]=2[OH:9])=[C:4]([F:23])[CH:3]=1. The yield is 0.710. (3) The reactants are [NH2:1][C@@H:2]([CH2:20][C:21]1[CH:26]=[C:25]([F:27])[CH:24]=[C:23]([F:28])[CH:22]=1)[C@H:3]([OH:19])[CH2:4][NH:5][CH:6]1[C:15]2[C:10](=[CH:11][CH:12]=[C:13]([CH2:16][CH3:17])[CH:14]=2)[N:9]([CH3:18])[CH2:8][CH2:7]1.[C:29](N1C=CN=C1)(=[O:31])[CH3:30]. The catalyst is ClCCl. The product is [F:27][C:25]1[CH:26]=[C:21]([CH:22]=[C:23]([F:28])[CH:24]=1)[CH2:20][C@H:2]([NH:1][C:29](=[O:31])[CH3:30])[C@H:3]([OH:19])[CH2:4][NH:5][CH:6]1[C:15]2[C:10](=[CH:11][CH:12]=[C:13]([CH2:16][CH3:17])[CH:14]=2)[N:9]([CH3:18])[CH2:8][CH2:7]1. The yield is 0.480. (4) The reactants are [Cl:1][C:2]1[N:7]=[C:6]([NH:8][NH:9][C:10](=[O:29])[C@H:11]([CH2:23][CH:24]2[CH2:28][CH2:27][CH2:26][CH2:25]2)[CH2:12][N:13]([O:16]C2CCCCO2)[CH:14]=[O:15])[C:5]([F:30])=[C:4]([N:31]([N:38]2[CH2:43][CH2:42][N:41]([CH3:44])[CH2:40][CH2:39]2)[CH2:32][C:33]2[S:34][CH:35]=[CH:36][N:37]=2)[N:3]=1. The catalyst is O.C(O)(=O)C. The product is [Cl:1][C:2]1[N:7]=[C:6]([NH:8][NH:9][C:10](=[O:29])[C@H:11]([CH2:23][CH:24]2[CH2:28][CH2:27][CH2:26][CH2:25]2)[CH2:12][N:13]([OH:16])[CH:14]=[O:15])[C:5]([F:30])=[C:4]([N:31]([N:38]2[CH2:43][CH2:42][N:41]([CH3:44])[CH2:40][CH2:39]2)[CH2:32][C:33]2[S:34][CH:35]=[CH:36][N:37]=2)[N:3]=1. The yield is 0.250. (5) The reactants are [CH3:1][C:2]1[O:6][N:5]=[C:4]([C:7]2[CH:12]=[CH:11][N:10]=[CH:9][N:8]=2)[C:3]=1[CH2:13][O:14][C:15]1[CH:23]=[CH:22][C:18]([C:19]([OH:21])=O)=[CH:17][N:16]=1.[CH3:24][NH2:25]. No catalyst specified. The product is [CH3:24][NH:25][C:19](=[O:21])[C:18]1[CH:22]=[CH:23][C:15]([O:14][CH2:13][C:3]2[C:4]([C:7]3[CH:12]=[CH:11][N:10]=[CH:9][N:8]=3)=[N:5][O:6][C:2]=2[CH3:1])=[N:16][CH:17]=1. The yield is 0.700.